Dataset: Full USPTO retrosynthesis dataset with 1.9M reactions from patents (1976-2016). Task: Predict the reactants needed to synthesize the given product. (1) Given the product [OH:9][CH2:8][C:6]1[N:7]=[C:2]([C:18]2[CH:19]=[C:20]([CH:28]=[CH:29][CH:30]=2)[O:21][CH2:22][C:23]([O:25][CH2:26][CH3:27])=[O:24])[CH:3]=[CH:4][CH:5]=1, predict the reactants needed to synthesize it. The reactants are: Br[C:2]1[N:7]=[C:6]([CH2:8][OH:9])[CH:5]=[CH:4][CH:3]=1.CC1(C)C(C)(C)OB([C:18]2[CH:19]=[C:20]([CH:28]=[CH:29][CH:30]=2)[O:21][CH2:22][C:23]([O:25][CH2:26][CH3:27])=[O:24])O1.C([O-])([O-])=O.[Na+].[Na+]. (2) Given the product [C:1]12([C:11]3[CH:16]=[C:15]([CH3:17])[CH:14]=[C:13]([CH:23]=[O:24])[C:12]=3[OH:18])[CH2:8][CH:7]3[CH2:9][CH:3]([CH2:4][CH:5]([CH2:6]3)[CH2:10]1)[CH2:2]2, predict the reactants needed to synthesize it. The reactants are: [C:1]12([C:11]3[CH:16]=[C:15]([CH3:17])[CH:14]=[CH:13][C:12]=3[OH:18])[CH2:10][CH:5]3[CH2:6][CH:7]([CH2:9][CH:3]([CH2:4]3)[CH2:2]1)[CH2:8]2.C([Mg]Br)C.[CH2:23]=[O:24].C(N(CC)CC)C. (3) Given the product [C:1]([O:5][C:6](=[O:22])[NH:7][C@H:8]1[CH2:11][C@H:10]([N:12]2[C:16]3=[N:17][CH:18]=[CH:19][CH:20]=[C:15]3[C:14]([NH:21][CH:29]3[CH2:30][CH2:31][N:26]([C:23](=[O:25])[CH3:24])[CH2:27][CH2:28]3)=[N:13]2)[CH2:9]1)([CH3:4])([CH3:2])[CH3:3], predict the reactants needed to synthesize it. The reactants are: [C:1]([O:5][C:6](=[O:22])[NH:7][C@H:8]1[CH2:11][C@H:10]([N:12]2[C:16]3=[N:17][CH:18]=[CH:19][CH:20]=[C:15]3[C:14]([NH2:21])=[N:13]2)[CH2:9]1)([CH3:4])([CH3:3])[CH3:2].[C:23]([N:26]1[CH2:31][CH2:30][C:29](=O)[CH2:28][CH2:27]1)(=[O:25])[CH3:24].C([BH3-])#N.[Na+].C(=O)(O)[O-].[Na+]. (4) Given the product [Br:1][C:2]1[CH:8]=[C:7]([CH3:9])[C:5]([NH:6][C:20](=[O:21])[CH2:19][C:18]([CH3:24])([CH3:23])[CH3:17])=[C:4]([CH3:10])[CH:3]=1, predict the reactants needed to synthesize it. The reactants are: [Br:1][C:2]1[CH:8]=[C:7]([CH3:9])[C:5]([NH2:6])=[C:4]([CH3:10])[CH:3]=1.C(=O)([O-])[O-].[Na+].[Na+].[CH3:17][C:18]([CH3:24])([CH3:23])[CH2:19][C:20](Cl)=[O:21].O.